The task is: Predict the reaction yield, written as a fraction of the theoretical maximum amount of product (1.0 means a 100% yield; for example, 0.34 means a 34% yield).. This data is from Reaction yield outcomes from USPTO patents with 853,638 reactions. (1) The reactants are [Cl:1][C:2]1[C:3]([O:12][CH3:13])=[CH:4][C:5]([CH:9]([CH3:11])[CH3:10])=[C:6]([OH:8])[CH:7]=1.C([O-])([O-])=O.[K+].[K+].I[CH2:21][C:22]#[N:23]. The catalyst is CN(C=O)C. The product is [Cl:1][C:2]1[C:3]([O:12][CH3:13])=[CH:4][C:5]([CH:9]([CH3:11])[CH3:10])=[C:6]([CH:7]=1)[O:8][CH2:21][C:22]#[N:23]. The yield is 0.970. (2) The reactants are [Br:1][C:2]1[CH:7]=[C:6](Br)[C:5]([N+:9]([O-:11])=[O:10])=[CH:4][N:3]=1.[NH2:12][C:13]([CH3:18])([CH3:17])[CH2:14][CH2:15][OH:16]. The catalyst is O1CCCC1.O. The product is [Br:1][C:2]1[CH:7]=[C:6]([NH:12][C:13]([CH3:18])([CH3:17])[CH2:14][CH2:15][OH:16])[C:5]([N+:9]([O-:11])=[O:10])=[CH:4][N:3]=1. The yield is 0.890. (3) The reactants are [CH2:1]([O:3][C:4]([N:6]1[CH:11]2[CH2:12][CH2:13][CH:7]1[CH2:8][CH:9]([C:14]1[N:19]3[N:20]=[C:21]([C:24]4[CH:29]=[CH:28][N:27]=[CH:26][CH:25]=4)[C:22](I)=[C:18]3[N:17]=[CH:16][CH:15]=1)[CH2:10]2)=[O:5])[CH3:2].CC1(C)C(C)(C)OB([C:38]2[CH:46]=[CH:45][C:44]([C:47]([F:50])([F:49])[F:48])=[C:43]3[C:39]=2[CH:40]=[N:41][NH:42]3)O1. No catalyst specified. The product is [N:27]1[CH:28]=[CH:29][C:24]([C:21]2[C:22]([C:38]3[CH:46]=[CH:45][C:44]([C:47]([F:50])([F:49])[F:48])=[C:43]4[C:39]=3[CH:40]=[N:41][NH:42]4)=[C:18]3[N:17]=[CH:16][CH:15]=[C:14]([CH:9]4[CH2:8][CH:7]5[N:6]([C:4]([O:3][CH2:1][CH3:2])=[O:5])[CH:11]([CH2:12][CH2:13]5)[CH2:10]4)[N:19]3[N:20]=2)=[CH:25][CH:26]=1. The yield is 0.370. (4) The reactants are [C:1]([O:4][C@@H:5]1[C@@H:31]([O:32][C:33](=[O:35])[CH3:34])[C@H:30]([O:36][C:37](=[O:39])[CH3:38])[C@@H:29]([CH2:40][O:41][C:42](=[O:44])[CH3:43])[O:28][C@@H:6]1[O:7][C@H:8]1[O:22][C@H:21]([CH2:23][O:24][C:25](=[O:27])[CH3:26])[C@@H:19](O)[C@H:14]([O:15][C:16](=[O:18])[CH3:17])[C@H:9]1[O:10][C:11](=[O:13])[CH3:12])(=[O:3])[CH3:2].CCN(S(F)(F)[F:51])CC.CCOC(C)=O. The catalyst is CN(C1C=CN=CC=1)C.ClCCl. The product is [C:1]([O:4][C@@H:5]1[C@@H:31]([O:32][C:33](=[O:35])[CH3:34])[C@H:30]([O:36][C:37](=[O:39])[CH3:38])[C@@H:29]([CH2:40][O:41][C:42](=[O:44])[CH3:43])[O:28][C@@H:6]1[O:7][C@H:8]1[O:22][C@H:21]([CH2:23][O:24][C:25](=[O:27])[CH3:26])[C@H:19]([F:51])[C@H:14]([O:15][C:16](=[O:18])[CH3:17])[C@H:9]1[O:10][C:11](=[O:13])[CH3:12])(=[O:3])[CH3:2]. The yield is 0.400. (5) The reactants are [CH3:1][O:2][C:3](=[O:50])[C@@H:4]([NH:16][C:17](=[O:49])[C@@H:18]([NH:41]C(OC(C)(C)C)=O)[CH2:19][CH2:20][CH2:21][CH2:22][NH:23][C:24]([O:26][CH2:27][CH:28]1[C:40]2[CH:39]=[CH:38][CH:37]=[CH:36][C:35]=2[C:34]2[C:29]1=[CH:30][CH:31]=[CH:32][CH:33]=2)=[O:25])[CH2:5][C:6]1[CH:15]=[CH:14][C:13]2[C:8](=[CH:9][CH:10]=[CH:11][CH:12]=2)[CH:7]=1.[ClH:51]. The catalyst is C(OCC)(=O)C. The product is [ClH:51].[CH3:1][O:2][C:3](=[O:50])[C@@H:4]([NH:16][C:17](=[O:49])[C@@H:18]([NH2:41])[CH2:19][CH2:20][CH2:21][CH2:22][NH:23][C:24]([O:26][CH2:27][CH:28]1[C:40]2[CH:39]=[CH:38][CH:37]=[CH:36][C:35]=2[C:34]2[C:29]1=[CH:30][CH:31]=[CH:32][CH:33]=2)=[O:25])[CH2:5][C:6]1[CH:15]=[CH:14][C:13]2[C:8](=[CH:9][CH:10]=[CH:11][CH:12]=2)[CH:7]=1. The yield is 0.920. (6) The reactants are [CH3:1][C:2]1[C:7]([CH3:8])=[CH:6][N:5]=[C:4]([NH2:9])[CH:3]=1.[C:10]1(=O)[C:18]2[C:13](=[CH:14][CH:15]=[CH:16][CH:17]=2)[C:12](=[O:19])[O:11]1.C([O-])(O)=O.[Na+]. The catalyst is C(O)(=O)C. The product is [CH3:1][C:2]1[C:7]([CH3:8])=[CH:6][N:5]=[C:4]([N:9]2[C:10](=[O:11])[C:18]3[C:13](=[CH:14][CH:15]=[CH:16][CH:17]=3)[C:12]2=[O:19])[CH:3]=1. The yield is 0.400. (7) The reactants are [OH:1][C:2]1([OH:16])[CH:15]=[CH:14][C:5]([C:6]([C:8]2[CH:13]=[CH:12][CH:11]=[CH:10][CH:9]=2)=[O:7])=[CH:4][CH2:3]1.Br[CH2:18][CH2:19][CH2:20][CH2:21][CH2:22][CH2:23][CH2:24][CH2:25][CH2:26][CH2:27][CH2:28][CH2:29][O:30][CH2:31][CH2:32][CH2:33][CH2:34][CH2:35][CH2:36][CH2:37][CH2:38][CH2:39][CH2:40][CH2:41][CH2:42][CH2:43][CH2:44][CH2:45][CH2:46][CH2:47][CH2:48][CH2:49][CH2:50][CH2:51][CH3:52].[C:53](=[O:56])([O-])[O-].[K+].[K+].Cl. The catalyst is C(Cl)(Cl)Cl.CN(C=O)C. The product is [CH2:31]([O:30][CH2:29][CH2:28][CH2:27][CH2:26][CH2:25][CH2:24][CH2:23][CH2:22][CH2:21][CH2:20][CH2:19][CH2:18][O:16][C:2]1([O:1][CH2:18][CH2:19][CH2:20][CH2:21][CH2:22][CH2:23][CH2:24][CH2:25][CH2:26][CH2:27][CH2:28][CH2:29][O:56][CH2:53][CH2:51][CH2:50][CH2:49][CH2:48][CH2:47][CH2:46][CH2:45][CH2:44][CH2:43][CH2:42][CH2:41][CH2:40][CH2:39][CH2:38][CH2:37][CH2:36][CH2:35][CH2:34][CH2:33][CH2:32][CH3:31])[CH:3]=[CH:4][C:5]([C:6]([C:8]2[CH:13]=[CH:12][CH:11]=[CH:10][CH:9]=2)=[O:7])=[CH:14][CH2:15]1)[CH2:32][CH2:33][CH2:34][CH2:35][CH2:36][CH2:37][CH2:38][CH2:39][CH2:40][CH2:41][CH2:42][CH2:43][CH2:44][CH2:45][CH2:46][CH2:47][CH2:48][CH2:49][CH2:50][CH2:51][CH3:52]. The yield is 0.950. (8) The reactants are [NH2:1][C@@H:2]1[CH2:7][CH2:6][CH2:5][CH2:4][C@H:3]1[CH2:8][NH:9][C:10]1[C:15]([F:16])=[CH:14][N:13]=[C:12]([C:17]2[C:25]3[C:20](=[N:21][CH:22]=[C:23]([Cl:26])[CH:24]=3)[N:19](S(C3C=CC(C)=CC=3)(=O)=O)[CH:18]=2)[N:11]=1.[Li+].[OH-]. The catalyst is C1COCC1.CCOC(C)=O. The product is [NH2:1][C@@H:2]1[CH2:7][CH2:6][CH2:5][CH2:4][C@H:3]1[CH2:8][NH:9][C:10]1[C:15]([F:16])=[CH:14][N:13]=[C:12]([C:17]2[C:25]3[C:20](=[N:21][CH:22]=[C:23]([Cl:26])[CH:24]=3)[NH:19][CH:18]=2)[N:11]=1. The yield is 0.330.